The task is: Regression. Given two drug SMILES strings and cell line genomic features, predict the synergy score measuring deviation from expected non-interaction effect.. This data is from NCI-60 drug combinations with 297,098 pairs across 59 cell lines. (1) Drug 1: CC1C(C(CC(O1)OC2CC(CC3=C2C(=C4C(=C3O)C(=O)C5=C(C4=O)C(=CC=C5)OC)O)(C(=O)CO)O)N)O.Cl. Drug 2: C1=CC(=CC=C1CCCC(=O)O)N(CCCl)CCCl. Cell line: UACC62. Synergy scores: CSS=10.2, Synergy_ZIP=-2.41, Synergy_Bliss=2.00, Synergy_Loewe=1.42, Synergy_HSA=2.14. (2) Drug 1: CN1C(=O)N2C=NC(=C2N=N1)C(=O)N. Drug 2: C1CCC(C(C1)[NH-])[NH-].C(=O)(C(=O)[O-])[O-].[Pt+4]. Cell line: OVCAR3. Synergy scores: CSS=2.52, Synergy_ZIP=-1.96, Synergy_Bliss=-2.36, Synergy_Loewe=-17.5, Synergy_HSA=-6.35. (3) Drug 1: CCC1=CC2CC(C3=C(CN(C2)C1)C4=CC=CC=C4N3)(C5=C(C=C6C(=C5)C78CCN9C7C(C=CC9)(C(C(C8N6C)(C(=O)OC)O)OC(=O)C)CC)OC)C(=O)OC.C(C(C(=O)O)O)(C(=O)O)O. Drug 2: CC1=C(N=C(N=C1N)C(CC(=O)N)NCC(C(=O)N)N)C(=O)NC(C(C2=CN=CN2)OC3C(C(C(C(O3)CO)O)O)OC4C(C(C(C(O4)CO)O)OC(=O)N)O)C(=O)NC(C)C(C(C)C(=O)NC(C(C)O)C(=O)NCCC5=NC(=CS5)C6=NC(=CS6)C(=O)NCCC[S+](C)C)O. Cell line: NCIH23. Synergy scores: CSS=63.4, Synergy_ZIP=-2.55, Synergy_Bliss=-1.22, Synergy_Loewe=0.901, Synergy_HSA=2.57. (4) Drug 1: C1C(C(OC1N2C=NC3=C(N=C(N=C32)Cl)N)CO)O. Drug 2: CN1C2=C(C=C(C=C2)N(CCCl)CCCl)N=C1CCCC(=O)O.Cl. Cell line: HOP-92. Synergy scores: CSS=37.5, Synergy_ZIP=1.68, Synergy_Bliss=2.36, Synergy_Loewe=-40.5, Synergy_HSA=1.91. (5) Drug 1: CN1CCC(CC1)COC2=C(C=C3C(=C2)N=CN=C3NC4=C(C=C(C=C4)Br)F)OC. Drug 2: CC(CN1CC(=O)NC(=O)C1)N2CC(=O)NC(=O)C2. Cell line: SR. Synergy scores: CSS=66.7, Synergy_ZIP=6.96, Synergy_Bliss=6.86, Synergy_Loewe=4.42, Synergy_HSA=6.92. (6) Drug 1: CC1=C(C=C(C=C1)C(=O)NC2=CC(=CC(=C2)C(F)(F)F)N3C=C(N=C3)C)NC4=NC=CC(=N4)C5=CN=CC=C5. Drug 2: CCC1=C2CN3C(=CC4=C(C3=O)COC(=O)C4(CC)O)C2=NC5=C1C=C(C=C5)O. Cell line: TK-10. Synergy scores: CSS=4.29, Synergy_ZIP=-0.351, Synergy_Bliss=1.75, Synergy_Loewe=-20.0, Synergy_HSA=-6.71. (7) Drug 1: CC1=C(C=C(C=C1)NC2=NC=CC(=N2)N(C)C3=CC4=NN(C(=C4C=C3)C)C)S(=O)(=O)N.Cl. Drug 2: C1=C(C(=O)NC(=O)N1)N(CCCl)CCCl. Cell line: NCI-H460. Synergy scores: CSS=26.0, Synergy_ZIP=4.53, Synergy_Bliss=-0.627, Synergy_Loewe=-20.2, Synergy_HSA=-2.88. (8) Drug 1: C1=CC(=CC=C1C#N)C(C2=CC=C(C=C2)C#N)N3C=NC=N3. Drug 2: CC1C(C(CC(O1)OC2CC(CC3=C2C(=C4C(=C3O)C(=O)C5=C(C4=O)C(=CC=C5)OC)O)(C(=O)CO)O)N)O.Cl. Cell line: BT-549. Synergy scores: CSS=34.4, Synergy_ZIP=-3.99, Synergy_Bliss=-1.39, Synergy_Loewe=-6.82, Synergy_HSA=0.563.